From a dataset of Forward reaction prediction with 1.9M reactions from USPTO patents (1976-2016). Predict the product of the given reaction. (1) Given the reactants N[C@H:2]([C:8]([OH:10])=[O:9])[CH2:3][CH2:4][C:5]([OH:7])=[O:6].N([O-])=O.[Na+], predict the reaction product. The product is: [O:9]=[C:8]1[O:10][C@H:4]([C:5]([OH:7])=[O:6])[CH2:3][CH2:2]1. (2) Given the reactants N#N.[F:3][CH:4]([F:20])[CH2:5][N:6]1[CH2:11][CH2:10][CH2:9][CH:8]([NH:12]C(=O)OC(C)(C)C)[CH2:7]1.[ClH:21], predict the reaction product. The product is: [ClH:21].[ClH:21].[F:20][CH:4]([F:3])[CH2:5][N:6]1[CH2:11][CH2:10][CH2:9][CH:8]([NH2:12])[CH2:7]1. (3) Given the reactants [CH2:1]([C:5]1[C:10]([C:11]2[CH:16]=[CH:15][CH:14]=[CH:13][CH:12]=2)=[N:9][NH:8][C:7](=O)[CH:6]=1)[CH2:2][CH2:3][CH3:4].CCCCCC.CCOC(C)=O.O=P(Cl)(Cl)[Cl:32], predict the reaction product. The product is: [CH2:1]([C:5]1[CH:6]=[C:7]([Cl:32])[N:8]=[N:9][C:10]=1[C:11]1[CH:16]=[CH:15][CH:14]=[CH:13][CH:12]=1)[CH2:2][CH2:3][CH3:4]. (4) Given the reactants [F:1][C:2]1[CH:7]=[CH:6][C:5]([NH:8][C:9]2[C:10]3[C:17]([CH3:18])=[C:16]([C:19]([O:21]C)=O)[S:15][C:11]=3[N:12]=[CH:13][N:14]=2)=[C:4]([O:23][CH:24]2[CH2:29][CH2:28][NH:27][CH2:26][CH2:25]2)[CH:3]=1.[NH3:30], predict the reaction product. The product is: [F:1][C:2]1[CH:7]=[CH:6][C:5]([NH:8][C:9]2[C:10]3[C:17]([CH3:18])=[C:16]([C:19]([NH2:30])=[O:21])[S:15][C:11]=3[N:12]=[CH:13][N:14]=2)=[C:4]([O:23][CH:24]2[CH2:29][CH2:28][NH:27][CH2:26][CH2:25]2)[CH:3]=1. (5) Given the reactants Cl[C:2]1[CH:3]=[CH:4][C:5]2[N:6]=[CH:7][N:8]3[C:16]4[CH:15]=[CH:14][C:13]([F:17])=[CH:12][C:11]=4[CH:10]=[C:9]3[C:18]=2[N:19]=1.[F:20][C:21]1[CH:26]=[CH:25][C:24]([C:27]2[O:28][C:29]3[CH:39]=[C:38]([N:40]([CH3:45])[S:41]([CH3:44])(=[O:43])=[O:42])[C:37](B4OC(C)(C)C(C)(C)O4)=[CH:36][C:30]=3[C:31]=2[C:32]([NH:34][CH3:35])=[O:33])=[CH:23][CH:22]=1.CC(C1C=C(C(C)C)C(C2C=CC=CC=2P(C2CCCCC2)C2CCCCC2)=C(C(C)C)C=1)C, predict the reaction product. The product is: [F:20][C:21]1[CH:26]=[CH:25][C:24]([C:27]2[O:28][C:29]3[CH:39]=[C:38]([N:40]([CH3:45])[S:41]([CH3:44])(=[O:42])=[O:43])[C:37]([C:2]4[CH:3]=[CH:4][C:5]5[N:6]=[CH:7][N:8]6[C:16]7[CH:15]=[CH:14][C:13]([F:17])=[CH:12][C:11]=7[CH:10]=[C:9]6[C:18]=5[N:19]=4)=[CH:36][C:30]=3[C:31]=2[C:32]([NH:34][CH3:35])=[O:33])=[CH:23][CH:22]=1. (6) Given the reactants [F:1][C:2]1[CH:26]=[CH:25][C:5]([CH2:6][O:7][C:8]2[CH:13]=[CH:12][C:11]([CH:14]([O:18][CH2:19][O:20][CH2:21][CH2:22][O:23][CH3:24])[C:15](O)=[O:16])=[CH:10][CH:9]=2)=[CH:4][CH:3]=1.C(N1C=CN=C1)(N1C=CN=C1)=O.N1C=CN=C1.[H-].[Na+].[NH2:46][C:47]1[S:48][S:49][C:50](=[S:52])[N:51]=1.O.[Cl-].[NH4+], predict the reaction product. The product is: [F:1][C:2]1[CH:26]=[CH:25][C:5]([CH2:6][O:7][C:8]2[CH:13]=[CH:12][C:11]([CH:14]([O:18][CH2:19][O:20][CH2:21][CH2:22][O:23][CH3:24])[C:15]([NH:46][C:47]3[S:48][S:49][C:50](=[S:52])[N:51]=3)=[O:16])=[CH:10][CH:9]=2)=[CH:4][CH:3]=1.